From a dataset of Forward reaction prediction with 1.9M reactions from USPTO patents (1976-2016). Predict the product of the given reaction. (1) Given the reactants [CH3:1][C:2]1[CH:3]=[C:4]([NH:15][C:16]2[C:25]3[C:20](=[CH:21][CH:22]=[C:23]([C:26]#[C:27][CH2:28][OH:29])[CH:24]=3)[N:19]=[CH:18][N:17]=2)[CH:5]=[CH:6][C:7]=1[O:8][C:9]1[CH:10]=[N:11][CH:12]=[CH:13][CH:14]=1.C1(C)C=CC=CC=1.[H-].COCCO[Al+]OCCOC.[Na+].[H-].COCCO[AlH2-]OCCOC.[Na+], predict the reaction product. The product is: [CH3:1][C:2]1[CH:3]=[C:4]([NH:15][C:16]2[C:25]3[C:20](=[CH:21][CH:22]=[C:23]([CH:26]=[CH:27][CH2:28][OH:29])[CH:24]=3)[N:19]=[CH:18][N:17]=2)[CH:5]=[CH:6][C:7]=1[O:8][C:9]1[CH:10]=[N:11][CH:12]=[CH:13][CH:14]=1. (2) Given the reactants [CH3:1][C:2]1[C:11]2[C:6](=[CH:7][CH:8]=[CH:9][CH:10]=2)[N:5]([C:12]2[CH:17]=[CH:16][CH:15]=[CH:14][CH:13]=2)[C:4](=O)[CH:3]=1.COC1C=CC(P2(SP(C3C=CC(OC)=CC=3)(=S)S2)=[S:28])=CC=1, predict the reaction product. The product is: [CH3:1][C:2]1[C:11]2[C:6](=[CH:7][CH:8]=[CH:9][CH:10]=2)[N:5]([C:12]2[CH:17]=[CH:16][CH:15]=[CH:14][CH:13]=2)[C:4](=[S:28])[CH:3]=1. (3) Given the reactants [C:1](Cl)(=[O:6])[CH2:2][CH:3]([CH3:5])[CH3:4].Cl.[CH2:9]([N:11]1[C:15]2[N:16]=[CH:17][C:18]([C:27]3[O:31][N:30]=[C:29]([CH2:32][CH:33]4[CH2:38][CH2:37][NH:36][CH2:35][CH2:34]4)[N:28]=3)=[C:19]([NH:20][CH:21]3[CH2:26][CH2:25][O:24][CH2:23][CH2:22]3)[C:14]=2[CH:13]=[N:12]1)[CH3:10].C(N(C(C)C)CC)(C)C, predict the reaction product. The product is: [CH2:9]([N:11]1[C:15]2[N:16]=[CH:17][C:18]([C:27]3[O:31][N:30]=[C:29]([CH2:32][CH:33]4[CH2:38][CH2:37][N:36]([C:1](=[O:6])[CH2:2][CH:3]([CH3:5])[CH3:4])[CH2:35][CH2:34]4)[N:28]=3)=[C:19]([NH:20][CH:21]3[CH2:22][CH2:23][O:24][CH2:25][CH2:26]3)[C:14]=2[CH:13]=[N:12]1)[CH3:10]. (4) The product is: [Cl:38][C:23]1[C:24]([NH:26][C@@H:27]2[CH2:32][CH2:31][CH2:30][CH2:29][C@H:28]2[NH:33][S:34]([CH3:37])(=[O:36])=[O:35])=[N:25][C:20]([NH:1][C:2]2[C:3]([O:17][CH3:18])=[CH:4][C:5]3[CH2:11][N:10]([CH2:12][CH3:13])[CH2:9][C:8](=[O:14])[N:7]([CH3:15])[C:6]=3[CH:16]=2)=[N:21][CH:22]=1. Given the reactants [NH2:1][C:2]1[C:3]([O:17][CH3:18])=[CH:4][C:5]2[CH2:11][N:10]([CH2:12][CH3:13])[CH2:9][C:8](=[O:14])[N:7]([CH3:15])[C:6]=2[CH:16]=1.Cl[C:20]1[N:25]=[C:24]([NH:26][C@@H:27]2[CH2:32][CH2:31][CH2:30][CH2:29][C@H:28]2[NH:33][S:34]([CH3:37])(=[O:36])=[O:35])[C:23]([Cl:38])=[CH:22][N:21]=1, predict the reaction product. (5) Given the reactants [Cl:1][C:2]1[C:8]([O:9][CH3:10])=[CH:7][C:6]([O:11][CH3:12])=[C:5]([Cl:13])[C:3]=1[NH2:4].ClCCl.[C:17](Cl)(Cl)=[S:18], predict the reaction product. The product is: [Cl:1][C:2]1[C:3]([N:4]=[C:17]=[S:18])=[C:5]([Cl:13])[C:6]([O:11][CH3:12])=[CH:7][C:8]=1[O:9][CH3:10]. (6) Given the reactants FC(F)(F)C(O)=O.[Cl:8][C:9]1[CH:14]=[CH:13][CH:12]=[CH:11][C:10]=1[N:15]1[CH:19]([C:20]2[CH:25]=[CH:24][C:23]([C:26]3[CH2:27][CH2:28][NH:29][CH2:30][CH:31]=3)=[CH:22][CH:21]=2)[CH2:18][C:17]([C:32]([F:38])([F:37])[C:33]([F:36])([F:35])[F:34])=[N:16]1.C(N(CC)CC)C.[CH3:46][S:47](Cl)(=[O:49])=[O:48].O, predict the reaction product. The product is: [Cl:8][C:9]1[CH:14]=[CH:13][CH:12]=[CH:11][C:10]=1[N:15]1[CH:19]([C:20]2[CH:21]=[CH:22][C:23]([C:26]3[CH2:27][CH2:28][N:29]([S:47]([CH3:46])(=[O:49])=[O:48])[CH2:30][CH:31]=3)=[CH:24][CH:25]=2)[CH2:18][C:17]([C:32]([F:38])([F:37])[C:33]([F:34])([F:35])[F:36])=[N:16]1. (7) Given the reactants [NH2:1][C:2]1[CH:7]=[CH:6][C:5]([C@@H:8]2[CH2:10][C@H:9]2[NH:11][C:12](=[O:18])[O:13][C:14]([CH3:17])([CH3:16])[CH3:15])=[CH:4][CH:3]=1.[F:19][C:20]([F:31])([F:30])[C:21]1[CH:22]=[C:23]([CH:27]=[CH:28][CH:29]=1)[C:24](Cl)=[O:25].C(N(CC)CC)C.O, predict the reaction product. The product is: [F:19][C:20]([F:30])([F:31])[C:21]1[CH:22]=[C:23]([C:24]([NH:1][C:2]2[CH:7]=[CH:6][C:5]([C@@H:8]3[CH2:10][C@H:9]3[NH:11][C:12](=[O:18])[O:13][C:14]([CH3:15])([CH3:17])[CH3:16])=[CH:4][CH:3]=2)=[O:25])[CH:27]=[CH:28][CH:29]=1. (8) Given the reactants C[O:2][C:3]([C:5]1[C:14]2[C:9](=[CH:10][CH:11]=[CH:12][CH:13]=2)[N:8]=[CH:7][C:6]=1[O:15]C)=O.C1(C)C=CC=CC=1.CC(C[AlH]CC(C)C)C.CCOC(C)=O, predict the reaction product. The product is: [OH:2][CH2:3][C:5]1[C:14]2[C:9](=[CH:10][CH:11]=[CH:12][CH:13]=2)[N:8]=[CH:7][C:6]=1[OH:15]. (9) Given the reactants Br[C:2]1[CH:7]=[N:6][CH:5]=[CH:4][N:3]=1.C([Li])CCC.[Br:13][C:14]1[CH:19]=[CH:18][C:17]([CH:20]([C:28]2[CH:33]=[CH:32][CH:31]=[CH:30][C:29]=2[CH3:34])[CH2:21][C:22](N(OC)C)=[O:23])=[CH:16][CH:15]=1, predict the reaction product. The product is: [Br:13][C:14]1[CH:15]=[CH:16][C:17]([CH:20]([C:28]2[CH:33]=[CH:32][CH:31]=[CH:30][C:29]=2[CH3:34])[CH2:21][C:22]([C:2]2[CH:7]=[N:6][CH:5]=[CH:4][N:3]=2)=[O:23])=[CH:18][CH:19]=1. (10) Given the reactants Br[C:2]1[C:7]([CH:8]=[O:9])=[CH:6][CH:5]=[CH:4][N:3]=1.[F:10][C:11]1[S:15][C:14]2[C:16]3([O:29][CH2:30][CH2:31][C:13]=2[CH:12]=1)[CH2:21][CH2:20][N:19]([CH2:22][C:23]1[C:24]([CH3:28])=[N:25][NH:26][CH:27]=1)[CH2:18][CH2:17]3, predict the reaction product. The product is: [F:10][C:11]1[S:15][C:14]2[C:16]3([O:29][CH2:30][CH2:31][C:13]=2[CH:12]=1)[CH2:21][CH2:20][N:19]([CH2:22][C:23]1[C:24]([CH3:28])=[N:25][N:26]([C:2]2[C:7]([CH:8]=[O:9])=[CH:6][CH:5]=[CH:4][N:3]=2)[CH:27]=1)[CH2:18][CH2:17]3.